Dataset: Reaction yield outcomes from USPTO patents with 853,638 reactions. Task: Predict the reaction yield, written as a fraction of the theoretical maximum amount of product (1.0 means a 100% yield; for example, 0.34 means a 34% yield). (1) The reactants are [CH3:1][O:2][C:3]1[CH:4]=[C:5]2[C:10](=[CH:11][C:12]=1[O:13][CH3:14])[N:9]=[CH:8][N:7]=[C:6]2[O:15][C:16]1[CH:26]=[CH:25][C:19]([O:20][CH2:21][C:22](O)=[O:23])=[CH:18][CH:17]=1.CCN=C=NCCCN(C)C.Cl.C1C=CC2N(O)N=NC=2C=1.[C:49]1([CH:55]2[CH2:60][CH2:59][NH:58][CH2:57][CH2:56]2)[CH:54]=[CH:53][CH:52]=[CH:51][CH:50]=1.C(=O)([O-])O.[Na+]. The catalyst is C(Cl)(Cl)Cl.O. The product is [CH3:1][O:2][C:3]1[CH:4]=[C:5]2[C:10](=[CH:11][C:12]=1[O:13][CH3:14])[N:9]=[CH:8][N:7]=[C:6]2[O:15][C:16]1[CH:17]=[CH:18][C:19]([O:20][CH2:21][C:22]([N:58]2[CH2:59][CH2:60][CH:55]([C:49]3[CH:54]=[CH:53][CH:52]=[CH:51][CH:50]=3)[CH2:56][CH2:57]2)=[O:23])=[CH:25][CH:26]=1. The yield is 0.300. (2) The reactants are [Cl:1][C:2]1[CH:7]=[CH:6][C:5]([S:8]([N:11]([C:15]2[C:16]([C:22](=[O:31])[C:23]3[C:28]([F:29])=[CH:27][CH:26]=[CH:25][C:24]=3[Cl:30])=[N:17][CH:18]=[C:19]([Cl:21])[CH:20]=2)COC)(=[O:10])=[O:9])=[CH:4][C:3]=1[C:32]([F:35])([F:34])[F:33].O. The catalyst is Cl.O1CCOCC1. The product is [Cl:1][C:2]1[CH:7]=[CH:6][C:5]([S:8]([NH:11][C:15]2[C:16]([C:22](=[O:31])[C:23]3[C:28]([F:29])=[CH:27][CH:26]=[CH:25][C:24]=3[Cl:30])=[N:17][CH:18]=[C:19]([Cl:21])[CH:20]=2)(=[O:9])=[O:10])=[CH:4][C:3]=1[C:32]([F:33])([F:34])[F:35]. The yield is 0.670. (3) The reactants are [NH2:1][C:2]1[S:3][CH:4]=[CH:5][C:6]=1[C:7]([NH2:9])=[O:8].[F:10][C:11]1[CH:19]=[CH:18][CH:17]=[CH:16][C:12]=1[C:13](Cl)=[O:14]. The product is [F:10][C:11]1[CH:19]=[CH:18][CH:17]=[CH:16][C:12]=1[C:13]([NH:1][C:2]1[S:3][CH:4]=[CH:5][C:6]=1[C:7]([NH2:9])=[O:8])=[O:14]. The yield is 0.770. The catalyst is N1C=CC=CC=1. (4) The reactants are [N+:1]([C:4]1[CH:22]=[CH:21][C:7]2[C:8]3[C:16]([O:17][CH:18]([F:20])[F:19])=[CH:15][CH:14]=[CH:13][C:9]=3[O:10][C:11](=[O:12])[C:6]=2[CH:5]=1)([O-])=O. The catalyst is [Pd].O1CCOCC1. The product is [NH2:1][C:4]1[CH:22]=[CH:21][C:7]2[C:8]3[C:16]([O:17][CH:18]([F:20])[F:19])=[CH:15][CH:14]=[CH:13][C:9]=3[O:10][C:11](=[O:12])[C:6]=2[CH:5]=1. The yield is 0.940. (5) The reactants are [CH3:1][N:2]1[CH:6]=[C:5](B2OC(C)(C)C(C)(C)O2)[CH:4]=[N:3]1.Br[C:17]1[CH:18]=[C:19]([C:24]2[S:28][C:27]([NH2:29])=[N:26][C:25]=2[C:30]2[CH:35]=[CH:34][CH:33]=[C:32]([CH3:36])[N:31]=2)[CH:20]=[CH:21][C:22]=1[F:23]. No catalyst specified. The product is [F:23][C:22]1[CH:17]=[CH:18][C:19]([C:24]2[S:28][C:27]([NH2:29])=[N:26][C:25]=2[C:30]2[CH:35]=[CH:34][CH:33]=[C:32]([CH3:36])[N:31]=2)=[CH:20][C:21]=1[C:5]1[CH:4]=[N:3][N:2]([CH3:1])[CH:6]=1. The yield is 0.270. (6) No catalyst specified. The product is [CH2:20]([NH:27][C@@H:7]1[CH2:6][C@H:5]([C:11]2[CH:16]=[CH:15][N:14]=[CH:13][C:12]=2[N+:17]([O-:19])=[O:18])[O:4][C@H:3]([CH2:1][CH3:2])[C@H:8]1[OH:31])[C:21]1[CH:26]=[CH:25][CH:24]=[CH:23][CH:22]=1. The yield is 0.210. The reactants are [CH2:1]([C@@H:3]1[C@@H:8](C)[C:7](=O)[CH2:6][C@H:5]([C:11]2[CH:16]=[CH:15][N:14]=[CH:13][C:12]=2[N+:17]([O-:19])=[O:18])[O:4]1)[CH3:2].[CH2:20]([NH2:27])[C:21]1[CH:26]=[CH:25][CH:24]=[CH:23][CH:22]=1.[Li+].[BH4-].C[OH:31]. (7) The yield is 0.682. The reactants are [C:1]([O:5][C:6](=[O:26])[C:7]1[CH:12]=[CH:11][C:10]([CH2:13][N:14]2[CH:23]=[CH:22][C:21]3[C:16](=[CH:17][C:18](Br)=[CH:19][CH:20]=3)[C:15]2=[O:25])=[CH:9][CH:8]=1)([CH3:4])([CH3:3])[CH3:2].[NH3:27]. The catalyst is [Cu]. The product is [C:1]([O:5][C:6](=[O:26])[C:7]1[CH:12]=[CH:11][C:10]([CH2:13][N:14]2[CH:23]=[CH:22][C:21]3[C:16](=[CH:17][C:18]([NH2:27])=[CH:19][CH:20]=3)[C:15]2=[O:25])=[CH:9][CH:8]=1)([CH3:4])([CH3:3])[CH3:2].